The task is: Predict which catalyst facilitates the given reaction.. This data is from Catalyst prediction with 721,799 reactions and 888 catalyst types from USPTO. (1) Reactant: C(N(C(C)C)CC)(C)C.Br[CH2:11][CH2:12][CH2:13][NH:14][C:15]1[C:24](=[O:25])[C:19]2[N:20]=[C:21]([CH3:23])[S:22][C:18]=2[C:17](=[O:26])[CH:16]=1.[I-].[Na+].[CH3:29][O:30][C:31]1[CH:54]=[CH:53][C:34]([CH2:35][NH:36][CH2:37][CH2:38][CH2:39][NH:40][C:41]2[C:50](=[O:51])[C:45]3[N:46]=[C:47]([CH3:49])[S:48][C:44]=3[C:43](=[O:52])[CH:42]=2)=[CH:33][CH:32]=1. Product: [CH3:29][O:30][C:31]1[CH:32]=[CH:33][C:34]([CH2:35][N:36]([CH2:37][CH2:38][CH2:39][NH:40][C:41]2[C:50](=[O:51])[C:45]3[N:46]=[C:47]([CH3:49])[S:48][C:44]=3[C:43](=[O:52])[CH:42]=2)[CH2:11][CH2:12][CH2:13][NH:14][C:15]2[C:24](=[O:25])[C:19]3[N:20]=[C:21]([CH3:23])[S:22][C:18]=3[C:17](=[O:26])[CH:16]=2)=[CH:53][CH:54]=1. The catalyst class is: 10. (2) Reactant: [CH3:1][S:2](Cl)(=[O:4])=[O:3].[F:6][C:7]1[CH:8]=[CH:9][C:10]([CH2:13][OH:14])=[N:11][CH:12]=1.C(N(CC)C(C)C)(C)C. The catalyst class is: 2. Product: [CH3:1][S:2]([O:14][CH2:13][C:10]1[CH:9]=[CH:8][C:7]([F:6])=[CH:12][N:11]=1)(=[O:4])=[O:3]. (3) Reactant: C(OC([NH:8][CH:9]([CH2:38][C:39]1[C:44]([CH3:45])=[CH:43][C:42]([C:46](=[O:48])[NH2:47])=[CH:41][C:40]=1[CH3:49])[C:10]([N:12]([CH2:26][C:27]1[CH:28]=[CH:29][C:30]([O:36][CH3:37])=[C:31]([CH:35]=1)[C:32]([OH:34])=[O:33])[CH:13]([C:15]1[NH:16][CH:17]=[C:18]([C:20]2[CH:25]=[CH:24][CH:23]=[CH:22][CH:21]=2)[N:19]=1)[CH3:14])=[O:11])=O)(C)(C)C.CC(C)=O.Cl.[OH-].[Na+]. Product: [NH2:8][CH:9]([CH2:38][C:39]1[C:44]([CH3:45])=[CH:43][C:42]([C:46](=[O:48])[NH2:47])=[CH:41][C:40]=1[CH3:49])[C:10]([N:12]([CH2:26][C:27]1[CH:28]=[CH:29][C:30]([O:36][CH3:37])=[C:31]([CH:35]=1)[C:32]([OH:34])=[O:33])[CH:13]([C:15]1[NH:16][CH:17]=[C:18]([C:20]2[CH:25]=[CH:24][CH:23]=[CH:22][CH:21]=2)[N:19]=1)[CH3:14])=[O:11]. The catalyst class is: 6.